From a dataset of Forward reaction prediction with 1.9M reactions from USPTO patents (1976-2016). Predict the product of the given reaction. (1) Given the reactants [CH3:1][O:2][CH2:3][CH2:4][C:5]1[NH:6][C:7](=O)[C:8]2[NH:13][N:12]=[C:11]([CH2:14][CH2:15][CH2:16][CH2:17][CH2:18][CH2:19][N:20]3[CH2:25][CH2:24][CH2:23][CH2:22][CH2:21]3)[C:9]=2[N:10]=1.P(Cl)(Cl)(Cl)=O.C1(C)C=CC=CC=1.[NH3:39], predict the reaction product. The product is: [CH3:1][O:2][CH2:3][CH2:4][C:5]1[N:6]=[C:7]([NH2:39])[C:8]2[NH:13][N:12]=[C:11]([CH2:14][CH2:15][CH2:16][CH2:17][CH2:18][CH2:19][N:20]3[CH2:25][CH2:24][CH2:23][CH2:22][CH2:21]3)[C:9]=2[N:10]=1. (2) Given the reactants C([O:3][C:4](=[O:34])[CH:5]([O:31][CH2:32][CH3:33])[CH2:6][C:7]1[CH:15]=[CH:14][C:13]([O:16][CH2:17][CH2:18][C:19]2[N:20]=[C:21]([C:25]3[CH:30]=[CH:29][CH:28]=[CH:27][CH:26]=3)[O:22][C:23]=2[CH3:24])=[C:12]2[C:8]=1[CH2:9][CH2:10][CH2:11]2)C.[Li+].[OH-].Cl, predict the reaction product. The product is: [CH2:32]([O:31][CH:5]([CH2:6][C:7]1[CH:15]=[CH:14][C:13]([O:16][CH2:17][CH2:18][C:19]2[N:20]=[C:21]([C:25]3[CH:26]=[CH:27][CH:28]=[CH:29][CH:30]=3)[O:22][C:23]=2[CH3:24])=[C:12]2[C:8]=1[CH2:9][CH2:10][CH2:11]2)[C:4]([OH:34])=[O:3])[CH3:33]. (3) Given the reactants [CH:1]([C:3]1[CH:4]=[N:5][CH:6]=[CH:7][C:8]=1[C:9]1[CH:10]=[C:11]([CH:14]=[CH:15][CH:16]=1)[C:12]#[N:13])=[O:2].[F:17][C:18]1[CH:23]=[CH:22][C:21]([Mg]Br)=[CH:20][CH:19]=1, predict the reaction product. The product is: [F:17][C:18]1[CH:23]=[CH:22][C:21]([CH:1]([OH:2])[C:3]2[CH:4]=[N:5][CH:6]=[CH:7][C:8]=2[C:9]2[CH:10]=[C:11]([CH:14]=[CH:15][CH:16]=2)[C:12]#[N:13])=[CH:20][CH:19]=1. (4) Given the reactants [C:1]([CH2:3][C:4]1[CH:5]=[C:6]([CH:11]=[CH:12][CH:13]=1)[C:7]([O:9][CH3:10])=[O:8])#[N:2].Cl.[OH-:15].[Na+], predict the reaction product. The product is: [NH2:2][C:1](=[O:15])[CH2:3][C:4]1[CH:5]=[C:6]([CH:11]=[CH:12][CH:13]=1)[C:7]([O:9][CH3:10])=[O:8]. (5) The product is: [CH2:1]([O:3][C:4]([C:6]1[N:7]([C:16]2[CH:21]=[CH:20][C:19]([O:22][CH:23]3[CH2:27][CH2:26][CH2:25][CH2:24]3)=[CH:18][CH:17]=2)[C:8]2[C:13]([CH:14]=1)=[CH:12][C:11]([B:28]1[O:32][C:31]([CH3:34])([CH3:33])[C:30]([CH3:36])([CH3:35])[O:29]1)=[CH:10][CH:9]=2)=[O:5])[CH3:2]. Given the reactants [CH2:1]([O:3][C:4]([C:6]1[N:7]([C:16]2[CH:21]=[CH:20][C:19]([O:22][CH:23]3[CH2:27][CH2:26][CH2:25][CH2:24]3)=[CH:18][CH:17]=2)[C:8]2[C:13]([CH:14]=1)=[CH:12][C:11](Br)=[CH:10][CH:9]=2)=[O:5])[CH3:2].[B:28]1([B:28]2[O:32][C:31]([CH3:34])([CH3:33])[C:30]([CH3:36])([CH3:35])[O:29]2)[O:32][C:31]([CH3:34])([CH3:33])[C:30]([CH3:36])([CH3:35])[O:29]1, predict the reaction product. (6) Given the reactants [C:1]([O:5][CH2:6][C:7]1[CH:8]=[C:9]([C:13]2[N:21]3[C:16]([CH:17]=[N:18][C:19](O)=[N:20]3)=[CH:15][CH:14]=2)[CH:10]=[CH:11][CH:12]=1)([CH3:4])([CH3:3])[CH3:2].[CH3:23][N:24]1[CH2:29][CH2:28][N:27]([C:30]2[CH:31]=[C:32]([CH:34]=[CH:35][CH:36]=2)[NH2:33])[CH2:26][CH2:25]1, predict the reaction product. The product is: [C:1]([O:5][CH2:6][C:7]1[CH:8]=[C:9]([C:13]2[N:21]3[C:16]([CH:17]=[N:18][C:19]([NH:33][C:32]4[CH:34]=[CH:35][CH:36]=[C:30]([N:27]5[CH2:26][CH2:25][N:24]([CH3:23])[CH2:29][CH2:28]5)[CH:31]=4)=[N:20]3)=[CH:15][CH:14]=2)[CH:10]=[CH:11][CH:12]=1)([CH3:4])([CH3:3])[CH3:2].